This data is from Reaction yield outcomes from USPTO patents with 853,638 reactions. The task is: Predict the reaction yield, written as a fraction of the theoretical maximum amount of product (1.0 means a 100% yield; for example, 0.34 means a 34% yield). (1) The yield is 0.670. The reactants are C(N=[N+]=[N-])C1C=CC=CC=1.[N:11]([CH2:14][C:15]1[CH:20]=[CH:19][C:18]([C:21]([F:24])([F:23])[F:22])=[CH:17][CH:16]=1)=[N+:12]=[N-:13].[C:25]([C:27]1[S:28][C:29]([C:33]([O:35][CH2:36][CH3:37])=[O:34])=[C:30]([CH3:32])[N:31]=1)#[CH:26]. The product is [CH3:32][C:30]1[N:31]=[C:27]([C:25]2[N:13]=[N:12][N:11]([CH2:14][C:15]3[CH:16]=[CH:17][C:18]([C:21]([F:23])([F:22])[F:24])=[CH:19][CH:20]=3)[CH:26]=2)[S:28][C:29]=1[C:33]([O:35][CH2:36][CH3:37])=[O:34]. No catalyst specified. (2) The reactants are [NH2:1][C:2]1[CH:7]=[CH:6][CH:5]=[CH:4][N:3]=1.[F:8][CH:9]([F:13])[C:10](O)=[O:11].CCN=C=NCCCN(C)C.Cl. The catalyst is ClCCl.CN(C1C=CN=CC=1)C. The product is [F:8][CH:9]([F:13])[C:10]([N:1]=[C:2]1[CH:7]=[CH:6][CH:5]=[CH:4][NH:3]1)=[O:11]. The yield is 0.140. (3) The reactants are C(OC(=O)[NH:7][C:8]1[CH:9]=[N:10][C:11]([Cl:15])=[CH:12][C:13]=1[I:14])(C)(C)C.Cl.O1CCOCC1. The catalyst is C(Cl)Cl. The product is [Cl:15][C:11]1[N:10]=[CH:9][C:8]([NH2:7])=[C:13]([I:14])[CH:12]=1. The yield is 1.00. (4) The reactants are [Br:1][C:2]1[CH:3]=[C:4]2[C:8](=[CH:9][CH:10]=1)[C:7](=O)[CH2:6][CH2:5]2.Cl.[O:13]([NH2:15])[CH3:14].N1C=CC=CC=1.C(=O)([O-])O.[Na+]. The catalyst is C(O)C. The product is [CH3:14][O:13][N:15]=[C:7]1[C:8]2[C:4](=[CH:3][C:2]([Br:1])=[CH:10][CH:9]=2)[CH2:5][CH2:6]1. The yield is 0.970. (5) The product is [Br-:23].[OH:10][C:9]([C:17]1[CH:22]=[CH:21][CH:20]=[CH:19][CH:18]=1)([C:11]1[CH:12]=[CH:13][CH:14]=[CH:15][CH:16]=1)[C:4]12[CH2:5][CH2:6][N+:1]([CH2:26][CH:25]=[CH2:24])([CH2:2][CH2:3]1)[CH2:8][CH2:7]2. The catalyst is CC#N. The yield is 0.798. The reactants are [N:1]12[CH2:8][CH2:7][C:4]([C:9]([C:17]3[CH:22]=[CH:21][CH:20]=[CH:19][CH:18]=3)([C:11]3[CH:16]=[CH:15][CH:14]=[CH:13][CH:12]=3)[OH:10])([CH2:5][CH2:6]1)[CH2:3][CH2:2]2.[Br:23][CH2:24][CH:25]=[CH2:26]. (6) The reactants are [CH3:1][O:2][C:3]1[CH:20]=[CH:19][C:6]([CH2:7][NH:8][C:9]2[CH:10]=[C:11]3[C:16](=[CH:17][CH:18]=2)[CH2:15][NH:14][CH2:13][CH2:12]3)=[CH:5][CH:4]=1.[C:21](Cl)(=[O:23])[CH3:22].C(N(CC)CC)C. The catalyst is C(Cl)Cl. The product is [CH3:1][O:2][C:3]1[CH:4]=[CH:5][C:6]([CH2:7][NH:8][C:9]2[CH:10]=[C:11]3[C:16](=[CH:17][CH:18]=2)[CH2:15][N:14]([C:21](=[O:23])[CH3:22])[CH2:13][CH2:12]3)=[CH:19][CH:20]=1. The yield is 0.990. (7) The reactants are [C:1]1([C:7]2[NH:11][CH:10]=[C:9]([CH:12]=[O:13])[CH:8]=2)[CH:6]=[CH:5][CH:4]=[CH:3][CH:2]=1.[H-].[Na+].C1OCCOCCOCCOCCOC1.Cl.[N:32]1[CH:37]=[CH:36][CH:35]=[C:34]([S:38](Cl)(=[O:40])=[O:39])[CH:33]=1. The catalyst is O1CCCC1.C(OCC)(=O)C. The product is [C:1]1([C:7]2[N:11]([S:38]([C:34]3[CH:33]=[N:32][CH:37]=[CH:36][CH:35]=3)(=[O:40])=[O:39])[CH:10]=[C:9]([CH:12]=[O:13])[CH:8]=2)[CH:6]=[CH:5][CH:4]=[CH:3][CH:2]=1. The yield is 0.750. (8) The reactants are [Br:1][C:2]1[CH:7]=[CH:6][C:5]([C@@H:8]([C:16]2[N:17]=[N:18][N:19]([CH2:21][Si](C)(C)C)[CH:20]=2)[NH:9][S:10]([C:12]([CH3:15])([CH3:14])[CH3:13])=[O:11])=[CH:4][CH:3]=1.CCCC[N+](CCCC)(CCCC)CCCC.[F-]. The catalyst is C1COCC1. The product is [Br:1][C:2]1[CH:7]=[CH:6][C:5]([C@@H:8]([C:16]2[N:17]=[N:18][N:19]([CH3:21])[CH:20]=2)[NH:9][S:10]([C:12]([CH3:15])([CH3:14])[CH3:13])=[O:11])=[CH:4][CH:3]=1. The yield is 0.950. (9) The reactants are C[Si]([N-][Si](C)(C)C)(C)C.[Na+].O1CCCC1.[CH2:16]([C@@H:23]([CH2:34][OH:35])[C@H:24]([C:26]1[CH:31]=[CH:30][C:29]([Br:32])=[CH:28][C:27]=1F)[OH:25])[C:17]1[CH:22]=[CH:21][CH:20]=[CH:19][CH:18]=1. The catalyst is CS(C)=O. The product is [CH2:16]([C@@H:23]1[C@@H:24]([OH:25])[C:26]2[C:31](=[CH:30][C:29]([Br:32])=[CH:28][CH:27]=2)[O:35][CH2:34]1)[C:17]1[CH:22]=[CH:21][CH:20]=[CH:19][CH:18]=1. The yield is 0.490.